Dataset: Reaction yield outcomes from USPTO patents with 853,638 reactions. Task: Predict the reaction yield, written as a fraction of the theoretical maximum amount of product (1.0 means a 100% yield; for example, 0.34 means a 34% yield). (1) The reactants are [CH2:1]([O:8][C:9]1[C:10]([OH:15])=[N:11][CH:12]=[CH:13][CH:14]=1)[C:2]1[CH:7]=[CH:6][CH:5]=[CH:4][CH:3]=1.[CH2:16]([NH:23][C:24]([C:26]1[S:30][C:29](Br)=[N:28][C:27]=1[CH3:32])=[O:25])[C:17]1[CH:22]=[CH:21][CH:20]=[CH:19][CH:18]=1. No catalyst specified. The product is [CH2:16]([NH:23][C:24]([C:26]1[S:30][C:29]([N:11]2[CH:12]=[CH:13][CH:14]=[C:9]([O:8][CH2:1][C:2]3[CH:3]=[CH:4][CH:5]=[CH:6][CH:7]=3)[C:10]2=[O:15])=[N:28][C:27]=1[CH3:32])=[O:25])[C:17]1[CH:18]=[CH:19][CH:20]=[CH:21][CH:22]=1. The yield is 0.0700. (2) The yield is 0.700. The catalyst is C1(C)C=CC=CC=1.O. The product is [CH:1]1([NH:7][C:11]([C:13]2[C:14](=[O:25])[N:15]([CH3:24])[C:16]3[C:21]([C:22]=2[OH:23])=[CH:20][CH:19]=[CH:18][CH:17]=3)=[O:10])[CH2:6][CH2:5][CH2:4][CH2:3][CH2:2]1. The reactants are [CH:1]1([NH2:7])[CH2:6][CH2:5][CH2:4][CH2:3][CH2:2]1.C([O:10][C:11]([C:13]1[C:14](=[O:25])[N:15]([CH3:24])[C:16]2[C:21]([C:22]=1[OH:23])=[CH:20][CH:19]=[CH:18][CH:17]=2)=O)C. (3) The reactants are [CH:1]1([CH2:4][C:5]#[N:6])[CH2:3][CH2:2]1.[Li]CCCC.[O:12]=[C:13]1[CH2:18][CH2:17][N:16]([C:19]2[CH:24]=[CH:23][C:22]([N:25]3[CH2:29][C@H:28]([CH2:30][NH:31][C:32](=[O:34])[CH3:33])[O:27][C:26]3=[O:35])=[CH:21][C:20]=2[F:36])[CH2:15][CH2:14]1. The catalyst is O1CCCC1. The product is [CH:1]1([CH:4]([C:13]2([OH:12])[CH2:14][CH2:15][N:16]([C:19]3[CH:24]=[CH:23][C:22]([N:25]4[CH2:29][C@H:28]([CH2:30][NH:31][C:32](=[O:34])[CH3:33])[O:27][C:26]4=[O:35])=[CH:21][C:20]=3[F:36])[CH2:17][CH2:18]2)[C:5]#[N:6])[CH2:3][CH2:2]1. The yield is 0.640. (4) The reactants are Cl[C:2]1[N:7]=[N:6][C:5]([O:8][C:9]2[CH:14]=[CH:13][CH:12]=[CH:11][C:10]=2[CH3:15])=[C:4]([O:16][CH3:17])[CH:3]=1.[C:18]1(C)[CH:23]=[CH:22][CH:21]=[CH:20][CH:19]=1.C1(B(O)O)C=CC=CC=1.C(=O)([O-])[O-].[K+].[K+]. The catalyst is C1C=CC([P]([Pd]([P](C2C=CC=CC=2)(C2C=CC=CC=2)C2C=CC=CC=2)([P](C2C=CC=CC=2)(C2C=CC=CC=2)C2C=CC=CC=2)[P](C2C=CC=CC=2)(C2C=CC=CC=2)C2C=CC=CC=2)(C2C=CC=CC=2)C2C=CC=CC=2)=CC=1.O. The product is [CH3:17][O:16][C:4]1[CH:3]=[C:2]([C:18]2[CH:23]=[CH:22][CH:21]=[CH:20][CH:19]=2)[N:7]=[N:6][C:5]=1[O:8][C:9]1[CH:14]=[CH:13][CH:12]=[CH:11][C:10]=1[CH3:15]. The yield is 0.597. (5) The reactants are [CH3:1][N:2]1[C:6]2[CH:7]=[C:8]([O:11][C:12]3[CH:17]=[CH:16][CH:15]=[C:14]([C:18]([F:21])([F:20])[F:19])[CH:13]=3)[CH:9]=[CH:10][C:5]=2[N:4]=[C:3]1[CH2:22][OH:23].O[C:25]1[CH:26]=[C:27]([CH:32]=[CH:33][CH:34]=1)[C:28]([O:30][CH3:31])=[O:29].C(P(CCCC)CCCC)CCC.N(C(N1CCCCC1)=O)=NC(N1CCCCC1)=O. The catalyst is ClCCl. The product is [CH3:1][N:2]1[C:6]2[CH:7]=[C:8]([O:11][C:12]3[CH:17]=[CH:16][CH:15]=[C:14]([C:18]([F:19])([F:21])[F:20])[CH:13]=3)[CH:9]=[CH:10][C:5]=2[N:4]=[C:3]1[CH2:22][O:23][C:25]1[CH:26]=[C:27]([CH:32]=[CH:33][CH:34]=1)[C:28]([O:30][CH3:31])=[O:29]. The yield is 0.810. (6) The reactants are Cl.[CH3:2][N:3]([CH3:24])[C:4]([N:6]1[CH2:10][CH:9]2[CH2:11][C:12]([CH2:17][C:18]3[CH:23]=[CH:22][CH:21]=[CH:20][CH:19]=3)([N:14]=C=O)[CH2:13][CH:8]2[CH2:7]1)=[O:5].[OH-].[Na+]. No catalyst specified. The product is [CH3:24][N:3]([CH3:2])[C:4]([N:6]1[CH2:10][CH:9]2[CH2:11][C:12]([NH2:14])([CH2:17][C:18]3[CH:23]=[CH:22][CH:21]=[CH:20][CH:19]=3)[CH2:13][CH:8]2[CH2:7]1)=[O:5]. The yield is 0.700. (7) The reactants are Br[C:2]1[CH:3]=[C:4]([N+:19]([O-:21])=[O:20])[C:5]2[N:9]=[C:8]([CH3:10])[N:7]([CH2:11][C:12]3[CH:17]=[CH:16][CH:15]=[CH:14][CH:13]=3)[C:6]=2[CH:18]=1.[NH:22]1[CH2:27][CH2:26][O:25][CH2:24][CH2:23]1.C([O-])([O-])=O.[Cs+].[Cs+].CC(C1C=C(C(C)C)C(C2C=CC=CC=2P(C2CCCCC2)C2CCCCC2)=C(C(C)C)C=1)C. The catalyst is O1CCOCC1.C1C=CC(/C=C/C(/C=C/C2C=CC=CC=2)=O)=CC=1.C1C=CC(/C=C/C(/C=C/C2C=CC=CC=2)=O)=CC=1.[Pd]. The product is [CH3:10][C:8]1[N:7]([CH2:11][C:12]2[CH:17]=[CH:16][CH:15]=[CH:14][CH:13]=2)[C:6]2[CH:18]=[C:2]([N:22]3[CH2:27][CH2:26][O:25][CH2:24][CH2:23]3)[CH:3]=[C:4]([N+:19]([O-:21])=[O:20])[C:5]=2[N:9]=1. The yield is 0.600. (8) The reactants are [CH3:1][O:2][C:3]1[CH:4]=[CH:5][C:6]([O:30][CH2:31][C:32]2[N:33]=[C:34]([C:38]3[CH:43]=[CH:42][CH:41]=[CH:40][CH:39]=3)[O:35][C:36]=2[CH3:37])=[C:7]([CH:9]=[CH:10][CH2:11][CH2:12][CH:13]([O:19][C:20]2[CH:25]=[CH:24][C:23]([C:26]([F:29])([F:28])[F:27])=[CH:22][CH:21]=2)[C:14]([O:16]CC)=[O:15])[CH:8]=1.CO.[OH-].[Na+]. The catalyst is O. The product is [CH3:1][O:2][C:3]1[CH:4]=[CH:5][C:6]([O:30][CH2:31][C:32]2[N:33]=[C:34]([C:38]3[CH:39]=[CH:40][CH:41]=[CH:42][CH:43]=3)[O:35][C:36]=2[CH3:37])=[C:7]([CH:9]=[CH:10][CH2:11][CH2:12][CH:13]([O:19][C:20]2[CH:21]=[CH:22][C:23]([C:26]([F:27])([F:29])[F:28])=[CH:24][CH:25]=2)[C:14]([OH:16])=[O:15])[CH:8]=1. The yield is 0.0900. (9) The reactants are Cl.[NH:2]1[CH2:7][CH2:6][CH2:5][C@H:4]([C:8]([OH:10])=[O:9])[CH2:3]1.C(N(CC)CC)C.[F:18][C:19]1[CH:27]=[CH:26][C:22]([C:23](Cl)=[O:24])=[CH:21][CH:20]=1.Cl. The catalyst is ClCCl. The product is [F:18][C:19]1[CH:27]=[CH:26][C:22]([C:23]([N:2]2[CH2:7][CH2:6][CH2:5][C@H:4]([C:8]([OH:10])=[O:9])[CH2:3]2)=[O:24])=[CH:21][CH:20]=1. The yield is 0.920.